Dataset: CYP1A2 inhibition data for predicting drug metabolism from PubChem BioAssay. Task: Regression/Classification. Given a drug SMILES string, predict its absorption, distribution, metabolism, or excretion properties. Task type varies by dataset: regression for continuous measurements (e.g., permeability, clearance, half-life) or binary classification for categorical outcomes (e.g., BBB penetration, CYP inhibition). Dataset: cyp1a2_veith. (1) The compound is Cc1ccc(S(=O)(=O)N[C@H]2COC(=O)C/C=C\[C@H](C)[C@@H](NS(=O)(=O)c3ccc(C)cc3)COC(=O)C/C=C\[C@@H]2C)cc1. The result is 0 (non-inhibitor). (2) The compound is C(=NC12CN3CN(CN(C3)C1)C2)c1cccs1. The result is 0 (non-inhibitor). (3) The result is 1 (inhibitor). The molecule is COC(=O)c1[nH]c2ccc(Br)cc2c1NC(=O)CN1CCN(C2CCCCC2)CC1.